Dataset: Full USPTO retrosynthesis dataset with 1.9M reactions from patents (1976-2016). Task: Predict the reactants needed to synthesize the given product. (1) Given the product [Br:1][C:2]1[CH:3]=[C:4]2[C:9](=[C:10]([P:12](=[O:19])([O:16][CH2:17][CH3:18])[O:13][CH2:14][CH3:15])[CH:11]=1)[N:8]=[C:7]([CH:20]([O:25][CH2:28][O:29][CH3:30])[CH2:21][CH:22]([CH3:23])[CH3:24])[CH:6]=[CH:5]2, predict the reactants needed to synthesize it. The reactants are: [Br:1][C:2]1[CH:3]=[C:4]2[C:9](=[C:10]([P:12](=[O:19])([O:16][CH2:17][CH3:18])[O:13][CH2:14][CH3:15])[CH:11]=1)[N:8]=[C:7]([CH:20]([OH:25])[CH2:21][CH:22]([CH3:24])[CH3:23])[CH:6]=[CH:5]2.[H-].[Na+].[CH3:28][O:29][CH2:30]Cl.[NH4+].[Cl-]. (2) Given the product [CH2:12]([S:1][C:2]1[CH:9]=[C:8]([O:10][CH3:11])[CH:7]=[CH:6][C:3]=1[C:4]#[N:5])[C:13]1[CH:18]=[CH:17][CH:16]=[CH:15][CH:14]=1, predict the reactants needed to synthesize it. The reactants are: [SH:1][C:2]1[CH:9]=[C:8]([O:10][CH3:11])[CH:7]=[CH:6][C:3]=1[C:4]#[N:5].[CH2:12](Br)[C:13]1[CH:18]=[CH:17][CH:16]=[CH:15][CH:14]=1.C([O-])([O-])=O.[K+].[K+].